From a dataset of Forward reaction prediction with 1.9M reactions from USPTO patents (1976-2016). Predict the product of the given reaction. (1) Given the reactants Cl[C:2]([O:4][CH2:5][CH3:6])=[O:3].N1C=CC=CC=1.[CH:13]([O:16][C:17]([N:19]1[C:28]2[C:23](=[N:24][C:25]([O:29][CH3:30])=[CH:26][CH:27]=2)[C@H:22]([NH:31][CH2:32][C:33]2[CH:38]=[C:37]([C:39]([F:42])([F:41])[F:40])[CH:36]=[C:35]([C:43]([F:46])([F:45])[F:44])[CH:34]=2)[CH2:21][C@@H:20]1[CH3:47])=[O:18])([CH3:15])[CH3:14], predict the reaction product. The product is: [CH:13]([O:16][C:17]([N:19]1[C:28]2[C:23](=[N:24][C:25]([O:29][CH3:30])=[CH:26][CH:27]=2)[C@H:22]([N:31]([CH2:32][C:33]2[CH:38]=[C:37]([C:39]([F:40])([F:41])[F:42])[CH:36]=[C:35]([C:43]([F:46])([F:45])[F:44])[CH:34]=2)[C:2]([O:4][CH2:5][CH3:6])=[O:3])[CH2:21][C@@H:20]1[CH3:47])=[O:18])([CH3:15])[CH3:14]. (2) Given the reactants [F:1][C:2]1[CH:3]=[C:4]([N:8]2[CH2:13][CH2:12][NH:11][CH2:10][CH2:9]2)[CH:5]=[CH:6][CH:7]=1.[C:14]1([C:22]2[CH:27]=[CH:26][CH:25]=[CH:24][CH:23]=2)[CH:19]=[CH:18][CH:17]=[C:16]([CH:20]=O)[CH:15]=1.[BH-](OC(C)=O)(OC(C)=O)OC(C)=O.[Na+].C1(C2C=CC=CC=2)C=CC=CC=1CN1CCN(C2C=CC=CC=2)CC1, predict the reaction product. The product is: [C:14]1([C:22]2[CH:23]=[CH:24][CH:25]=[CH:26][CH:27]=2)[CH:19]=[CH:18][CH:17]=[C:16]([CH2:20][N:11]2[CH2:12][CH2:13][N:8]([C:4]3[CH:5]=[CH:6][CH:7]=[C:2]([F:1])[CH:3]=3)[CH2:9][CH2:10]2)[CH:15]=1. (3) The product is: [CH2:18]([C:3]1[C:2]([B:23]2[O:24][C:25]([CH3:27])([CH3:26])[C:21]([CH3:37])([CH3:20])[O:22]2)=[CH:11][CH:10]=[C:9]2[C:4]=1[CH2:5][CH2:6][N:7]([C:12](=[O:17])[C:13]([F:16])([F:15])[F:14])[CH2:8]2)[CH3:19]. Given the reactants Br[C:2]1[C:3]([CH2:18][CH3:19])=[C:4]2[C:9](=[CH:10][CH:11]=1)[CH2:8][N:7]([C:12](=[O:17])[C:13]([F:16])([F:15])[F:14])[CH2:6][CH2:5]2.[CH3:20][C:21]1([CH3:37])[C:25]([CH3:27])([CH3:26])[O:24][B:23]([B:23]2[O:24][C:25]([CH3:27])([CH3:26])[C:21]([CH3:37])([CH3:20])[O:22]2)[O:22]1.CC(O[K])=O, predict the reaction product. (4) The product is: [NH:12]1[C:13]2[C:18](=[CH:17][CH:16]=[CH:15][CH:14]=2)[C:10]([C:8](=[O:9])[CH:32]([NH:31][C:30]2[CH:40]=[CH:41][CH:42]=[C:28]([O:27][CH3:26])[CH:29]=2)[C:33]2[CH:34]=[C:35]([CH3:39])[CH:36]=[CH:37][CH:38]=2)=[CH:11]1. Given the reactants C(N(CC)CC)C.[CH:8]([C:10]1[C:18]2[C:13](=[CH:14][CH:15]=[CH:16][CH:17]=2)[N:12](C(OC(C)(C)C)=O)[CH:11]=1)=[O:9].[CH3:26][O:27][C:28]1[CH:29]=[C:30]([CH:40]=[CH:41][CH:42]=1)[N:31]=[CH:32][C:33]1[CH:38]=[CH:37][CH:36]=[C:35]([CH3:39])[CH:34]=1, predict the reaction product.